Dataset: Forward reaction prediction with 1.9M reactions from USPTO patents (1976-2016). Task: Predict the product of the given reaction. (1) Given the reactants O=C1C2C=CC=CC=2C(=O)[N:3]1[CH2:12][C@@H:13]([NH:21][C:22]([NH:24][NH:25][C:26]([C:28]1[CH:29]=[C:30]2[C:34](=[CH:35][CH:36]=1)[NH:33][N:32]=[C:31]2[CH:37]([CH3:39])[CH3:38])=O)=[S:23])[CH2:14][C:15]1[CH:20]=[CH:19][CH:18]=[CH:17][CH:16]=1.N[C@@H](CC1C=CC=CC=1)CN1C(=O)C2C=CC=CC=2C1=O.C(N(CC)CC)C.N1C=CC=CC=1OC(OC1C=CC=CN=1)=S.CC(C1C2C(=CC=C(C(NN)=O)C=2)NN=1)C, predict the reaction product. The product is: [NH2:3][CH2:12][C@@H:13]([NH:21][C:22]1[S:23][C:26]([C:28]2[CH:29]=[C:30]3[C:34](=[CH:35][CH:36]=2)[NH:33][N:32]=[C:31]3[CH:37]([CH3:39])[CH3:38])=[N:25][N:24]=1)[CH2:14][C:15]1[CH:20]=[CH:19][CH:18]=[CH:17][CH:16]=1. (2) Given the reactants F[B-](F)(F)F.[CH3:6][O+:7]([CH3:9])C.C(N(CC)C(C)C)(C)C.[C:19]([C:21]1[CH:26]=[CH:25][C:24]([CH:27]([C:42]2C(=O)[CH2:46][CH2:45][CH2:44][C:43]=2[OH:49])[NH:28][C:29]([NH:31][C:32]2[CH:37]=[C:36]([C:38]([F:41])([F:40])[F:39])[CH:35]=[CH:34][N:33]=2)=[O:30])=[CH:23][CH:22]=1)#[N:20], predict the reaction product. The product is: [C:19]([C:21]1[CH:26]=[CH:25][C:24]([CH:27]([C:42]2[C:43](=[O:49])[CH2:44][CH2:45][CH2:46][C:6]=2[O:7][CH3:9])[NH:28][C:29]([NH:31][C:32]2[CH:37]=[C:36]([C:38]([F:39])([F:41])[F:40])[CH:35]=[CH:34][N:33]=2)=[O:30])=[CH:23][CH:22]=1)#[N:20]. (3) Given the reactants [CH2:1]([N:8]1[CH2:13][CH2:12][N:11]([CH2:14][CH2:15][CH2:16][C:17]([O:19][CH3:20])=[O:18])[CH2:10][CH2:9]1)[C:2]1[CH:7]=CC=CC=1.O=CCCC[NH:26][C:27](=[O:33])[O:28][C:29]([CH3:32])([CH3:31])[CH3:30].C(O[BH-](OC(=O)C)OC(=O)C)(=O)C.[Na+].C(=O)(O)[O-].[Na+], predict the reaction product. The product is: [C:29]([O:28][C:27]([NH:26][CH2:7][CH2:2][CH2:1][N:8]1[CH2:9][CH2:10][N:11]([CH2:14][CH2:15][CH2:16][C:17]([O:19][CH3:20])=[O:18])[CH2:12][CH2:13]1)=[O:33])([CH3:32])([CH3:31])[CH3:30]. (4) Given the reactants C([O:9][C@:10]1([CH3:36])[C@@H:14]([F:15])[C@@H:13]([CH2:16][O:17][CH2:18][C:19]2[CH:24]=[CH:23][CH:22]=[CH:21][CH:20]=2)[O:12][C@H:11]1[N:25]1[CH:33]=[N:32][C:31]2[C:26]1=[N:27][C:28]([NH2:35])=[N:29][C:30]=2Cl)(=O)C1C=CC=CC=1.[CH3:37][O-:38].[Na+], predict the reaction product. The product is: [NH2:35][C:28]1[N:27]=[C:26]2[C:31]([N:32]=[CH:33][N:25]2[C@H:11]2[C@:10]([CH3:36])([OH:9])[C@@H:14]([F:15])[C@@H:13]([CH2:16][O:17][CH2:18][C:19]3[CH:24]=[CH:23][CH:22]=[CH:21][CH:20]=3)[O:12]2)=[C:30]([O:38][CH3:37])[N:29]=1. (5) Given the reactants [N:1]1([C:8]([C:10]2[CH:14]=[C:13]([C:15]3[CH:20]=[CH:19][CH:18]=[CH:17][CH:16]=3)[S:12][C:11]=2Br)=[O:9])[CH2:7][CH2:6][CH2:5][CH2:4][CH2:3][CH2:2]1.[CH3:22][N:23](C=O)C, predict the reaction product. The product is: [N:1]1([C:8]([C:10]2[CH:14]=[C:13]([C:15]3[CH:20]=[CH:19][CH:18]=[CH:17][CH:16]=3)[S:12][C:11]=2[C:22]#[N:23])=[O:9])[CH2:7][CH2:6][CH2:5][CH2:4][CH2:3][CH2:2]1. (6) Given the reactants [C:1]([C:3]1[CH:4]=[C:5]([NH:9][C:10](=[O:32])[NH:11][C:12]2[CH:17]=[CH:16][C:15]([S:18]([NH:21][CH2:22][C:23]3[S:27][C:26]([S:28]([NH2:31])(=[O:30])=[O:29])=[CH:25][CH:24]=3)(=[O:20])=[O:19])=[CH:14][CH:13]=2)[CH:6]=[CH:7][CH:8]=1)#[N:2].[CH2:33]([N:37]1[CH2:42][CH2:41][NH:40][CH2:39][CH2:38]1)[CH2:34][CH2:35][CH3:36], predict the reaction product. The product is: [CH2:33]([N:37]1[CH2:42][CH2:41][N:40]([C:1](=[NH:2])[C:3]2[CH:4]=[C:5]([NH:9][C:10](=[O:32])[NH:11][C:12]3[CH:17]=[CH:16][C:15]([S:18]([NH:21][CH2:22][C:23]4[S:27][C:26]([S:28]([NH2:31])(=[O:30])=[O:29])=[CH:25][CH:24]=4)(=[O:20])=[O:19])=[CH:14][CH:13]=3)[CH:6]=[CH:7][CH:8]=2)[CH2:39][CH2:38]1)[CH2:34][CH2:35][CH3:36]. (7) Given the reactants [BH4-].[Na+].[F:3][C:4]1[CH:5]=[C:6]([CH:9]=[C:10]([F:14])[C:11]=1[S:12][CH3:13])[CH:7]=[O:8], predict the reaction product. The product is: [F:14][C:10]1[CH:9]=[C:6]([CH2:7][OH:8])[CH:5]=[C:4]([F:3])[C:11]=1[S:12][CH3:13].